From a dataset of Reaction yield outcomes from USPTO patents with 853,638 reactions. Predict the reaction yield, written as a fraction of the theoretical maximum amount of product (1.0 means a 100% yield; for example, 0.34 means a 34% yield). The reactants are [F:1][C:2]1[CH:3]=[C:4]([N+:12]([O-])=O)[C:5]2[O:10][CH2:9][CH2:8][O:7][C:6]=2[CH:11]=1. The catalyst is CO.[Pd]. The product is [F:1][C:2]1[CH:3]=[C:4]([NH2:12])[C:5]2[O:10][CH2:9][CH2:8][O:7][C:6]=2[CH:11]=1. The yield is 0.940.